This data is from Forward reaction prediction with 1.9M reactions from USPTO patents (1976-2016). The task is: Predict the product of the given reaction. (1) Given the reactants [C:1]([C:3]1[S:4][C:5]([C:8]#[CH:9])=[CH:6][CH:7]=1)#[CH:2].I[C:11]1[NH:15][C:14]([C@@H:16]2[CH2:20][CH2:19][CH2:18][N:17]2[C:21]([C@@H:23]([NH:27][C:28](=[O:31])[O:29][CH3:30])[CH:24]([CH3:26])[CH3:25])=[O:22])=[N:13][CH:12]=1, predict the reaction product. The product is: [CH3:30][O:29][C:28]([NH:27][CH:23]([CH:24]([CH3:26])[CH3:25])[C:21]([N:17]1[CH2:18][CH2:19][CH2:20][C@H:16]1[C:14]1[NH:13][CH:12]=[C:11]([C:9]#[C:8][C:5]2[S:4][C:3]([C:1]#[C:2][C:11]3[N:15]=[C:14]([C@@H:16]4[CH2:20][CH2:19][CH2:18][N:17]4[C:21]([C@@H:23]([NH:27][C:28](=[O:31])[O:29][CH3:30])[CH:24]([CH3:26])[CH3:25])=[O:22])[NH:13][CH:12]=3)=[CH:7][CH:6]=2)[N:15]=1)=[O:22])=[O:31]. (2) Given the reactants [CH2:1]([N:5]([CH2:10][C:11](=[O:13])[CH3:12])[CH2:6][CH:7]([CH3:9])[CH3:8])[CH:2]([CH3:4])[CH3:3].[ClH:14], predict the reaction product. The product is: [ClH:14].[CH2:1]([N:5]([CH2:10][C:11](=[O:13])[CH3:12])[CH2:6][CH:7]([CH3:8])[CH3:9])[CH:2]([CH3:4])[CH3:3]. (3) Given the reactants [NH2:1][C:2]1[CH:7]=[CH:6][C:5]([C:8]2[C:16]3[O:15][C:14]([NH:17][C:18]4[CH:23]=[C:22]([O:24][CH3:25])[C:21]([O:26][CH3:27])=[C:20]([O:28][CH3:29])[CH:19]=4)=[N:13][C:12]=3[CH:11]=[CH:10][CH:9]=2)=[CH:4][CH:3]=1.C(N(CC)CC)C.[C:37](Cl)(=[O:39])[CH3:38], predict the reaction product. The product is: [CH3:29][O:28][C:20]1[CH:19]=[C:18]([NH:17][C:14]2[O:15][C:16]3[C:8]([C:5]4[CH:6]=[CH:7][C:2]([NH:1][C:37](=[O:39])[CH3:38])=[CH:3][CH:4]=4)=[CH:9][CH:10]=[CH:11][C:12]=3[N:13]=2)[CH:23]=[C:22]([O:24][CH3:25])[C:21]=1[O:26][CH3:27].